Dataset: Full USPTO retrosynthesis dataset with 1.9M reactions from patents (1976-2016). Task: Predict the reactants needed to synthesize the given product. Given the product [F:1][C:2]1[CH:3]=[C:4]([C:8]2[N:21]=[C:11]3[N:12]=[C:13]([N:22]4[CH2:27][CH2:26][NH:25][CH2:24][CH2:23]4)[N:14]=[C:15]([NH2:16])[N:10]3[N:9]=2)[CH:5]=[CH:6][CH:7]=1, predict the reactants needed to synthesize it. The reactants are: [F:1][C:2]1[CH:3]=[C:4]([C:8]2[N:21]=[C:11]3[N:12]=[C:13](S(C)(=O)=O)[N:14]=[C:15]([NH2:16])[N:10]3[N:9]=2)[CH:5]=[CH:6][CH:7]=1.[NH:22]1[CH2:27][CH2:26][NH:25][CH2:24][CH2:23]1.